This data is from NCI-60 drug combinations with 297,098 pairs across 59 cell lines. The task is: Regression. Given two drug SMILES strings and cell line genomic features, predict the synergy score measuring deviation from expected non-interaction effect. (1) Drug 1: CC1=C(C=C(C=C1)NC(=O)C2=CC=C(C=C2)CN3CCN(CC3)C)NC4=NC=CC(=N4)C5=CN=CC=C5. Drug 2: CCC1=C2CN3C(=CC4=C(C3=O)COC(=O)C4(CC)O)C2=NC5=C1C=C(C=C5)O. Cell line: SNB-75. Synergy scores: CSS=22.9, Synergy_ZIP=0.202, Synergy_Bliss=3.47, Synergy_Loewe=-74.1, Synergy_HSA=2.97. (2) Drug 1: CN1CCC(CC1)COC2=C(C=C3C(=C2)N=CN=C3NC4=C(C=C(C=C4)Br)F)OC. Drug 2: CC1C(C(=O)NC(C(=O)N2CCCC2C(=O)N(CC(=O)N(C(C(=O)O1)C(C)C)C)C)C(C)C)NC(=O)C3=C4C(=C(C=C3)C)OC5=C(C(=O)C(=C(C5=N4)C(=O)NC6C(OC(=O)C(N(C(=O)CN(C(=O)C7CCCN7C(=O)C(NC6=O)C(C)C)C)C)C(C)C)C)N)C. Cell line: A549. Synergy scores: CSS=9.15, Synergy_ZIP=2.41, Synergy_Bliss=6.55, Synergy_Loewe=6.29, Synergy_HSA=6.21.